Dataset: Reaction yield outcomes from USPTO patents with 853,638 reactions. Task: Predict the reaction yield, written as a fraction of the theoretical maximum amount of product (1.0 means a 100% yield; for example, 0.34 means a 34% yield). (1) The reactants are C([C@@H]1COC(=O)N1[C:14](=[O:36])[C@H:15]([O:31][C:32]([CH3:35])([CH3:34])[CH3:33])[C:16]1[C:17]([I:30])=[C:18]2[C:25]3[CH2:26][CH2:27][CH2:28][CH2:29][C:24]=3[S:23][C:19]2=[N:20][C:21]=1[CH3:22])C1C=CC=CC=1.O.[OH-].[Li+].OO.S([O-])([O-])=[O:43].[Na+].[Na+].Cl. The catalyst is O1CCCC1.O. The product is [C:32]([O:31][C@H:15]([C:16]1[C:17]([I:30])=[C:18]2[C:25]3[CH2:26][CH2:27][CH2:28][CH2:29][C:24]=3[S:23][C:19]2=[N:20][C:21]=1[CH3:22])[C:14]([OH:36])=[O:43])([CH3:35])([CH3:34])[CH3:33]. The yield is 0.680. (2) The reactants are C([O:8][C:9]1[CH:37]=[CH:36][C:12]2[NH:13][C:14]([C:19]3[C:20](=[O:35])[C:21]([CH2:31][CH2:32][CH2:33][CH3:34])([CH3:30])[C:22]4[C:27]([C:28]=3[OH:29])=[CH:26][CH:25]=[CH:24][CH:23]=4)=[N:15][S:16](=[O:18])(=[O:17])[C:11]=2[CH:10]=1)C1C=CC=CC=1. The catalyst is O1CCCC1.[Pd]. The product is [CH2:31]([C:21]1([CH3:30])[C:22]2[C:27](=[CH:26][CH:25]=[CH:24][CH:23]=2)[C:28]([OH:29])=[C:19]([C:14]2[NH:13][C:12]3[CH:36]=[CH:37][C:9]([OH:8])=[CH:10][C:11]=3[S:16](=[O:18])(=[O:17])[N:15]=2)[C:20]1=[O:35])[CH2:32][CH2:33][CH3:34]. The yield is 0.990.